This data is from Reaction yield outcomes from USPTO patents with 853,638 reactions. The task is: Predict the reaction yield, written as a fraction of the theoretical maximum amount of product (1.0 means a 100% yield; for example, 0.34 means a 34% yield). (1) The reactants are Br[C:2]1[CH:11]=[C:10]2[C:5]([N:6]=[CH:7][C:8]([N:12]3[CH2:17][CH2:16][N:15]([C:18]([O:20][C:21]([CH3:24])([CH3:23])[CH3:22])=[O:19])[CH2:14][C:13]3=[O:25])=[N:9]2)=[CH:4][CH:3]=1.CC1(C)C(C)(C)OB([C:34]2[CH:35]=[C:36]([NH:40][S:41]([C:44]3[CH:49]=[CH:48][CH:47]=[CH:46][CH:45]=3)(=[O:43])=[O:42])[CH:37]=[N:38][CH:39]=2)O1.C(=O)(O)[O-].[Na+]. The catalyst is O1CCOCC1. The product is [O:25]=[C:13]1[N:12]([C:8]2[CH:7]=[N:6][C:5]3[C:10](=[CH:11][C:2]([C:34]4[CH:39]=[N:38][CH:37]=[C:36]([NH:40][S:41]([C:44]5[CH:45]=[CH:46][CH:47]=[CH:48][CH:49]=5)(=[O:43])=[O:42])[CH:35]=4)=[CH:3][CH:4]=3)[N:9]=2)[CH2:17][CH2:16][N:15]([C:18]([O:20][C:21]([CH3:24])([CH3:23])[CH3:22])=[O:19])[CH2:14]1. The yield is 0.220. (2) The reactants are [CH3:1][O:2][C:3]1[CH:20]=[CH:19][C:6]([C:7]([NH:9][C:10]2[CH:15]=[CH:14][C:13]([N+:16]([O-:18])=[O:17])=[CH:12][CH:11]=2)=O)=[CH:5][CH:4]=1.COC1C=CC(P2(SP(C3C=CC(OC)=CC=3)(=S)S2)=[S:30])=CC=1. The catalyst is ClC1C=CC=CC=1. The product is [CH3:1][O:2][C:3]1[CH:20]=[CH:19][C:6]([C:7]([NH:9][C:10]2[CH:15]=[CH:14][C:13]([N+:16]([O-:18])=[O:17])=[CH:12][CH:11]=2)=[S:30])=[CH:5][CH:4]=1. The yield is 0.774. (3) The reactants are [CH2:1]([N:3]1[C:7](=[O:8])[CH2:6][C:5]([C:9]2[CH:10]=[N:11][CH:12]=[CH:13][CH:14]=2)=[N:4]1)[CH3:2].[H-].[Na+].[F:17][C:18]([F:37])([F:36])[S:19](N([S:19]([C:18]([F:37])([F:36])[F:17])(=[O:21])=[O:20])C1C=CC=CC=1)(=[O:21])=[O:20]. The catalyst is C1COCC1. The yield is 0.500. The product is [CH2:1]([N:3]1[C:7]([O:8][S:19]([C:18]([F:37])([F:36])[F:17])(=[O:21])=[O:20])=[CH:6][C:5]([C:9]2[CH:10]=[N:11][CH:12]=[CH:13][CH:14]=2)=[N:4]1)[CH3:2]. (4) The reactants are [Br:1][C:2]1[CH:15]=[CH:14][C:13]2[N:12]([S:16]([C:19]3[CH:24]=[CH:23][C:22]([O:25]C)=[CH:21][CH:20]=3)(=[O:18])=[O:17])[CH:11]([CH3:27])[C:10]3[C:5](=[CH:6][CH:7]=[CH:8][CH:9]=3)[C:4]=2[CH:3]=1.C1CCCCC=1.B(Br)(Br)Br.ClCCl. No catalyst specified. The product is [Br:1][C:2]1[CH:15]=[CH:14][C:13]2[N:12]([S:16]([C:19]3[CH:20]=[CH:21][C:22]([OH:25])=[CH:23][CH:24]=3)(=[O:18])=[O:17])[CH:11]([CH3:27])[C:10]3[C:5](=[CH:6][CH:7]=[CH:8][CH:9]=3)[C:4]=2[CH:3]=1. The yield is 0.680.